The task is: Predict the reactants needed to synthesize the given product.. This data is from Full USPTO retrosynthesis dataset with 1.9M reactions from patents (1976-2016). Given the product [CH2:15]([CH:5]1[CH2:4][C:3]2[C:7](=[CH:8][C:9]([F:13])=[C:10]([O:11][CH3:12])[C:2]=2[CH3:19])[C:6]1=[O:14])[CH2:16][CH2:17][CH3:18], predict the reactants needed to synthesize it. The reactants are: Br[C:2]1[C:10]([O:11][CH3:12])=[C:9]([F:13])[CH:8]=[C:7]2[C:3]=1[CH2:4][CH:5]([CH2:15][CH2:16][CH2:17][CH3:18])[C:6]2=[O:14].[CH3:19][Sn](C)(C)C.C1(P(C2C=CC=CC=2)C2C=CC=CC=2)C=CC=CC=1.[Cl-].[Li+].